This data is from Catalyst prediction with 721,799 reactions and 888 catalyst types from USPTO. The task is: Predict which catalyst facilitates the given reaction. (1) Reactant: [NH2:1][C:2]1[C:3]([C:13]([O:15]C)=[O:14])=[N:4][C:5]([C:8]2[S:9][CH:10]=[CH:11][N:12]=2)=[CH:6][CH:7]=1.[Li+].[OH-].Cl. Product: [NH2:1][C:2]1[C:3]([C:13]([OH:15])=[O:14])=[N:4][C:5]([C:8]2[S:9][CH:10]=[CH:11][N:12]=2)=[CH:6][CH:7]=1. The catalyst class is: 1. (2) Reactant: C([NH:8][CH2:9][C@:10]1([OH:17])[CH2:15][CH2:14][CH2:13][C@H:12]([CH3:16])[CH2:11]1)C1C=CC=CC=1. Product: [NH2:8][CH2:9][C:10]1([OH:17])[CH2:15][CH2:14][CH2:13][CH:12]([CH3:16])[CH2:11]1. The catalyst class is: 43. (3) Reactant: [CH3:1][N:2]1[CH:6]=[C:5]([C:7]2[CH:12]=[CH:11][C:10]([C:13]3[CH:14]=[N:15][CH:16]=[C:17]4[C:22]=3[N:21]=[C:20]([C:23]([N:25]3[CH2:30][CH2:29][N:28]([C:31]([O:33][C:34]([CH3:37])([CH3:36])[CH3:35])=[O:32])[CH2:27][CH2:26]3)=[O:24])[CH:19]=[CH:18]4)=[CH:9][CH:8]=2)[CH:4]=[N:3]1.ClC1C=C(C=CC=1)C(OO)=[O:43]. Product: [C:34]([O:33][C:31]([N:28]1[CH2:27][CH2:26][N:25]([C:23]([C:20]2[CH:19]=[CH:18][C:17]3[C:22](=[C:13]([C:10]4[CH:9]=[CH:8][C:7]([C:5]5[CH:4]=[N:3][N:2]([CH3:1])[CH:6]=5)=[CH:12][CH:11]=4)[CH:14]=[N+:15]([O-:43])[CH:16]=3)[N:21]=2)=[O:24])[CH2:30][CH2:29]1)=[O:32])([CH3:37])([CH3:36])[CH3:35]. The catalyst class is: 797. (4) Reactant: [C:1]([O:5][C:6]([N:8]1[CH2:13][CH2:12][C:11]([O:20]C(=O)C)([CH2:14][CH2:15][C:16]([F:19])([F:18])[CH3:17])[CH2:10][CH2:9]1)=[O:7])([CH3:4])([CH3:3])[CH3:2].[OH-].[Na+].Cl. Product: [C:1]([O:5][C:6]([N:8]1[CH2:9][CH2:10][C:11]([CH2:14][CH2:15][C:16]([F:19])([F:18])[CH3:17])([OH:20])[CH2:12][CH2:13]1)=[O:7])([CH3:4])([CH3:2])[CH3:3]. The catalyst class is: 24. (5) The catalyst class is: 11. Reactant: [F:1][C:2]([F:38])([F:37])[C:3]1[CH:4]=[C:5]([C@H:13]2[O:17][C:16](=[O:18])[N:15]([CH2:19][C:20]3[C:21]([NH:27][CH:28]4[CH2:33][CH2:32][O:31][CH:30]([CH2:34][CH3:35])[CH2:29]4)=[N:22][CH:23]=[C:24](Br)[CH:25]=3)[C@H:14]2[CH3:36])[CH:6]=[C:7]([C:9]([F:12])([F:11])[F:10])[CH:8]=1.[CH3:39][N:40]1[CH:44]=[CH:43][CH:42]=[C:41]1[Sn](CCCC)(CCCC)CCCC. Product: [F:1][C:2]([F:38])([F:37])[C:3]1[CH:4]=[C:5]([C@H:13]2[O:17][C:16](=[O:18])[N:15]([CH2:19][C:20]3[C:21]([NH:27][CH:28]4[CH2:33][CH2:32][O:31][CH:30]([CH2:34][CH3:35])[CH2:29]4)=[N:22][CH:23]=[C:24]([C:41]4[N:40]([CH3:39])[CH:44]=[CH:43][CH:42]=4)[CH:25]=3)[C@H:14]2[CH3:36])[CH:6]=[C:7]([C:9]([F:12])([F:11])[F:10])[CH:8]=1. (6) Reactant: [Cl:1][C:2]1[CH:10]=[CH:9][C:8]([CH3:11])=[CH:7][C:3]=1[C:4](O)=[S:5].C(Cl)(=O)C([Cl:15])=O. Product: [Cl:1][C:2]1[CH:10]=[CH:9][C:8]([CH3:11])=[CH:7][C:3]=1[C:4]([Cl:15])=[S:5]. The catalyst class is: 9. (7) Reactant: [Br:1][C:2]1[CH:6]=[C:5](B(O)O)[S:4][C:3]=1[CH3:10].Br[C:12]1[S:16][C:15](O)=[CH:14][CH:13]=1.C([O-])([O-])=[O:19].[Na+].[Na+]. Product: [Br:1][C:2]1[CH:6]=[C:5]([C:12]2[S:16][CH:15]=[C:14]([OH:19])[CH:13]=2)[S:4][C:3]=1[CH3:10]. The catalyst class is: 602.